From a dataset of CYP3A4 inhibition data for predicting drug metabolism from PubChem BioAssay. Regression/Classification. Given a drug SMILES string, predict its absorption, distribution, metabolism, or excretion properties. Task type varies by dataset: regression for continuous measurements (e.g., permeability, clearance, half-life) or binary classification for categorical outcomes (e.g., BBB penetration, CYP inhibition). Dataset: cyp3a4_veith. The molecule is C/C1=C2/N=C(/C=C3\N=C(/C(C)=C4\[N-][C@@](C)([C@H]5N=C1[C@@](C)(CCC(=O)NC[C@H](C)OP(=O)([O-])O[C@@H]1[C@H](O)[C@H](n6cnc7cc(C)c(C)cc76)O[C@@H]1CO)[C@@H]5CC(N)=O)[C@](C)(CC(N)=O)[C@H]4CCC(N)=O)[C@@](C)(CC(N)=O)[C@@H]3CCC(N)=O)C(C)(C)[C@@H]2CCC(N)=O.[C-]#N.[Co+3]. The result is 0 (non-inhibitor).